Dataset: CYP1A2 inhibition data for predicting drug metabolism from PubChem BioAssay. Task: Regression/Classification. Given a drug SMILES string, predict its absorption, distribution, metabolism, or excretion properties. Task type varies by dataset: regression for continuous measurements (e.g., permeability, clearance, half-life) or binary classification for categorical outcomes (e.g., BBB penetration, CYP inhibition). Dataset: cyp1a2_veith. (1) The molecule is CC(C)CN=C(N)N=C(N)N. The result is 0 (non-inhibitor). (2) The result is 0 (non-inhibitor). The compound is COc1ccc(COC(=O)N/N=C2/C[C@@H](O)[C@@H](O)[C@H]3[C@H]2CC[C@H]2C(=O)N(c4ccc(F)cc4F)C(=O)[C@H]32)cc1. (3) The compound is NC(=O)c1ccc[n+](CC(=O)OCCC23CC4CC(CC(C4)C2)C3)c1.[Cl-]. The result is 0 (non-inhibitor). (4) The molecule is Cn1cccc1C(=O)N1CCC2(CC1)CN(C(=O)Nc1cccc(F)c1)C2. The result is 0 (non-inhibitor). (5) The result is 0 (non-inhibitor). The molecule is COCC(=O)N1CCC2(CCCN(C(=O)Nc3cccc(C#N)c3)C2)CC1. (6) The compound is CCc1cc2c(nc1CC)CCN(CC/C(C)=N/OC[C@@H](C)[C@H](OCc1ccccc1)C(C)C)C2. The result is 0 (non-inhibitor). (7) The molecule is Cc1ccc(-c2ccc(CCC(=O)O)n2CC2CCCO2)cc1. The result is 0 (non-inhibitor). (8) The compound is CC1=c2c(oc3cc(O)c(Nc4c(C)cc(O)cc4O)c(C)c23)=CC(=O)C1=Nc1c(C)cc(O)cc1O. The result is 1 (inhibitor).